The task is: Predict which catalyst facilitates the given reaction.. This data is from Catalyst prediction with 721,799 reactions and 888 catalyst types from USPTO. Reactant: F.F.F.C(N(CC)CC)C.[Si]([O:18][C@H:19]([C:48]1[CH:57]=[CH:56][C:55]([OH:58])=[C:54]2[C:49]=1[CH:50]=[CH:51][C:52](=[O:59])[NH:53]2)[CH2:20][NH:21][CH2:22][CH2:23][C:24]1[CH:29]=[CH:28][CH:27]=[C:26]([CH2:30][N:31]2[CH2:47][CH2:46][C:34]3([O:39][CH2:38][CH2:37][N:36]([C:40](=[O:45])[C:41]([F:44])([F:43])[F:42])[CH2:35]3)[CH2:33][CH2:32]2)[CH:25]=1)(C(C)(C)C)(C)C.C(N(CC)CC)C.[C:67](O[C:67]([O:69][C:70]([CH3:73])([CH3:72])[CH3:71])=[O:68])([O:69][C:70]([CH3:73])([CH3:72])[CH3:71])=[O:68]. Product: [OH:18][C@H:19]([C:48]1[CH:57]=[CH:56][C:55]([OH:58])=[C:54]2[C:49]=1[CH:50]=[CH:51][C:52](=[O:59])[NH:53]2)[CH2:20][N:21]([CH2:22][CH2:23][C:24]1[CH:29]=[CH:28][CH:27]=[C:26]([CH2:30][N:31]2[CH2:47][CH2:46][C:34]3([O:39][CH2:38][CH2:37][N:36]([C:40](=[O:45])[C:41]([F:42])([F:43])[F:44])[CH2:35]3)[CH2:33][CH2:32]2)[CH:25]=1)[C:67](=[O:68])[O:69][C:70]([CH3:73])([CH3:72])[CH3:71]. The catalyst class is: 92.